The task is: Predict the product of the given reaction.. This data is from Forward reaction prediction with 1.9M reactions from USPTO patents (1976-2016). (1) Given the reactants [N:1]([CH:4]([CH3:6])[CH3:5])=[C:2]=[O:3].[NH2:7][C:8]1[CH:13]=[C:12]([NH:14][C:15](=[O:24])[C:16]2[C:21]([Cl:22])=[CH:20][CH:19]=[CH:18][C:17]=2[Cl:23])[CH:11]=[CH:10][N:9]=1.C(N(C(C)C)CC)(C)C, predict the reaction product. The product is: [Cl:22][C:21]1[CH:20]=[CH:19][CH:18]=[C:17]([Cl:23])[C:16]=1[C:15]([NH:14][C:12]1[CH:11]=[CH:10][N:9]=[C:8]([NH:7][C:2]([NH:1][CH:4]([CH3:6])[CH3:5])=[O:3])[CH:13]=1)=[O:24]. (2) Given the reactants [CH3:1][C:2]1[O:3][C:4]2[C:10]([C:11]#[N:12])=[CH:9][CH:8]=[C:7]([N+:13]([O-])=O)[C:5]=2[N:6]=1.CC(O)=O, predict the reaction product. The product is: [NH2:13][C:7]1[C:5]2[N:6]=[C:2]([CH3:1])[O:3][C:4]=2[C:10]([C:11]#[N:12])=[CH:9][CH:8]=1. (3) Given the reactants [CH3:1][O:2][C:3]1[CH:4]=[C:5]([CH2:20][C:21]([OH:23])=O)[CH:6]=[CH:7][C:8]=1[NH:9][C:10]([NH:12][C:13]1[CH:18]=[CH:17][CH:16]=[CH:15][C:14]=1[F:19])=[O:11].[Cl:24][C:25]1[CH:26]=[C:27]([CH:32]=[CH:33][C:34]=1[O:35][CH2:36][C@@H:37]([NH:39][CH3:40])[CH3:38])[C:28]([O:30][CH3:31])=[O:29].C(Cl)CCl.C1C=CC2N(O)N=NC=2C=1, predict the reaction product. The product is: [Cl:24][C:25]1[CH:26]=[C:27]([CH:32]=[CH:33][C:34]=1[O:35][CH2:36][C@@H:37]([N:39]([CH3:40])[C:21](=[O:23])[CH2:20][C:5]1[CH:6]=[CH:7][C:8]([NH:9][C:10]([NH:12][C:13]2[CH:18]=[CH:17][CH:16]=[CH:15][C:14]=2[F:19])=[O:11])=[C:3]([O:2][CH3:1])[CH:4]=1)[CH3:38])[C:28]([O:30][CH3:31])=[O:29].